From a dataset of Forward reaction prediction with 1.9M reactions from USPTO patents (1976-2016). Predict the product of the given reaction. (1) Given the reactants [NH2:1][C:2]1[C:7]([O:8][CH3:9])=[C:6]([Cl:10])[CH:5]=[C:4]([F:11])[C:3]=1[N:12]1[C:17](=[O:18])[CH:16]=[C:15]([C:19]([F:22])([F:21])[F:20])[N:14]([CH3:23])[C:13]1=[O:24].C(N(CC)CC)C.[F:32][C:33]1[CH:41]=[C:40]([F:42])[CH:39]=[CH:38][C:34]=1[C:35](Cl)=[O:36], predict the reaction product. The product is: [Cl:10][C:6]1[CH:5]=[C:4]([F:11])[C:3]([N:12]2[C:17](=[O:18])[CH:16]=[C:15]([C:19]([F:22])([F:21])[F:20])[N:14]([CH3:23])[C:13]2=[O:24])=[C:2]([NH:1][C:35](=[O:36])[C:34]2[CH:38]=[CH:39][C:40]([F:42])=[CH:41][C:33]=2[F:32])[C:7]=1[O:8][CH3:9]. (2) Given the reactants [OH-].[Na+].[F:3][C:4]([C:6]1[CH:11]=[CH:10][C:9]([CH3:12])=[CH:8][CH:7]=1)=[CH2:5].[CH:13]([Cl:16])(Cl)[Cl:14], predict the reaction product. The product is: [Cl:14][C:13]1([Cl:16])[CH2:5][C:4]1([C:6]1[CH:11]=[CH:10][C:9]([CH3:12])=[CH:8][CH:7]=1)[F:3].